Task: Predict which catalyst facilitates the given reaction.. Dataset: Catalyst prediction with 721,799 reactions and 888 catalyst types from USPTO (1) Reactant: [H-].[Na+].[CH2:3]([OH:7])[C:4]#[C:5][CH3:6].Cl[C:9]1[CH:14]=[C:13]([N:15]([CH3:22])[C:16]2[CH:21]=[CH:20][CH:19]=[CH:18][CH:17]=2)[N:12]=[CH:11][N:10]=1.[Cl-].[NH4+]. Product: [CH3:22][N:15]([C:13]1[CH:14]=[C:9]([O:7][CH2:3][C:4]#[C:5][CH3:6])[N:10]=[CH:11][N:12]=1)[C:16]1[CH:17]=[CH:18][CH:19]=[CH:20][CH:21]=1. The catalyst class is: 7. (2) Reactant: [NH2:1][C:2]1[C:3]([C:14]([NH2:16])=[O:15])=[N:4][N:5]([C:7]2[CH:12]=[CH:11][CH:10]=[C:9]([Br:13])[CH:8]=2)[CH:6]=1.[CH3:17][N:18]=[C:19]=[O:20].O. Product: [Br:13][C:9]1[CH:8]=[C:7]([N:5]2[CH:6]=[C:2]([NH:1][C:19]([NH:18][CH3:17])=[O:20])[C:3]([C:14]([NH2:16])=[O:15])=[N:4]2)[CH:12]=[CH:11][CH:10]=1. The catalyst class is: 1. (3) Reactant: FC(F)(F)C(O)=O.[Cl:8][C:9]1[C:14]([N:15]2[CH2:19][CH:18]([C:20]([O:22]C(C)(C)C)=[O:21])[N:17]([CH3:27])[C:16]2=[O:28])=[CH:13][CH:12]=[CH:11][N:10]=1. Product: [Cl:8][C:9]1[C:14]([N:15]2[CH2:19][CH:18]([C:20]([OH:22])=[O:21])[N:17]([CH3:27])[C:16]2=[O:28])=[CH:13][CH:12]=[CH:11][N:10]=1. The catalyst class is: 4.